Dataset: Full USPTO retrosynthesis dataset with 1.9M reactions from patents (1976-2016). Task: Predict the reactants needed to synthesize the given product. Given the product [CH3:1][N:2]([C:4]([O:6][C:7]([CH3:10])([CH3:9])[CH3:8])=[O:5])[N:3]=[C:12]([CH3:14])[CH3:11], predict the reactants needed to synthesize it. The reactants are: [CH3:1][N:2]([C:4]([O:6][C:7]([CH3:10])([CH3:9])[CH3:8])=[O:5])[NH2:3].[CH3:11][C:12]([CH3:14])=O.CC(OCC1C2C(=CC=CC=2)C(COC(C)=O)=C2C=1C=CC=C2)=O.C([O-])(=O)C.[Na+].